Dataset: Full USPTO retrosynthesis dataset with 1.9M reactions from patents (1976-2016). Task: Predict the reactants needed to synthesize the given product. (1) Given the product [BrH:11].[C:1]([C:5]1[S:9][C:8](=[NH:10])[N:7]([CH2:12][CH2:13][CH2:14][C:15]([F:18])([F:17])[F:16])[CH:6]=1)([CH3:4])([CH3:3])[CH3:2], predict the reactants needed to synthesize it. The reactants are: [C:1]([C:5]1[S:9][C:8]([NH2:10])=[N:7][CH:6]=1)([CH3:4])([CH3:3])[CH3:2].[Br:11][CH2:12][CH2:13][CH2:14][C:15]([F:18])([F:17])[F:16]. (2) Given the product [C:41]([OH:48])(=[O:47])/[CH:42]=[CH:43]\[C:44]([OH:46])=[O:45].[NH2:49][C:50]1[C:51]2[N:58]([C:59]3[CH:64]=[CH:63][C:62]([NH:65][C:66]([C:68]4[N:69]([CH3:77])[C:70]5[C:75]([CH:76]=4)=[CH:74][CH:73]=[CH:72][CH:71]=5)=[O:67])=[C:61]([O:78][CH3:79])[CH:60]=3)[N:57]=[C:56]([CH:80]3[CH2:85][CH2:84][N:83]([CH2:86][CH3:87])[CH2:82][CH2:81]3)[C:52]=2[N:53]=[CH:54][N:55]=1, predict the reactants needed to synthesize it. The reactants are: NC1C2N(C3C=CC(NC(C4N(C)C5C(C=4)=CC=CC=5)=O)=C(OC)C=3)N=C(C3CCNCC3)C=2N=CN=1.C(=O)C.[C:41]([OH:48])(=[O:47])/[CH:42]=[CH:43]\[C:44]([OH:46])=[O:45].[NH2:49][C:50]1[C:51]2[N:58]([C:59]3[CH:64]=[CH:63][C:62]([NH:65][C:66]([C:68]4[N:69]([CH3:77])[C:70]5[C:75]([CH:76]=4)=[CH:74][CH:73]=[CH:72][CH:71]=5)=[O:67])=[C:61]([O:78][CH3:79])[CH:60]=3)[N:57]=[C:56]([CH:80]3[CH2:85][CH2:84][N:83]([CH:86]4CCOC[CH2:87]4)[CH2:82][CH2:81]3)[C:52]=2[N:53]=[CH:54][N:55]=1.CO[C@@H]1[C@@H](C(OC)=O)[C@@H]2[C@@H](CN3[C@H](C2)C2NC4C=C(OC)C=CC=4C=2CC3)C[C@H]1OC(C1C=C(OC)C(OC)=C(OC)C=1)=O.